From a dataset of Full USPTO retrosynthesis dataset with 1.9M reactions from patents (1976-2016). Predict the reactants needed to synthesize the given product. (1) Given the product [CH3:22][C:21]([CH3:24])([O:25][C:26]([NH:1][CH:2]([C:6]1[CH:11]=[CH:10][C:9]([F:12])=[CH:8][C:7]=1[F:13])[C:3]([OH:5])=[O:4])=[O:27])[CH3:23], predict the reactants needed to synthesize it. The reactants are: [NH2:1][CH:2]([C:6]1[CH:11]=[CH:10][C:9]([F:12])=[CH:8][C:7]=1[F:13])[C:3]([OH:5])=[O:4].CCN(CC)CC.[C:21]([O:25][C:26](O[C:26]([O:25][C:21]([CH3:24])([CH3:23])[CH3:22])=[O:27])=[O:27])([CH3:24])([CH3:23])[CH3:22]. (2) Given the product [F:1][C:2]1[C:7]([F:8])=[CH:6][C:5]([CH2:9][CH2:10][OH:11])=[C:4]([O:13][CH3:14])[CH:3]=1, predict the reactants needed to synthesize it. The reactants are: [F:1][C:2]1[C:7]([F:8])=[CH:6][C:5]([CH2:9][C:10](O)=[O:11])=[C:4]([O:13][CH3:14])[CH:3]=1.[H-].[H-].[H-].[H-].[Li+].[Al+3]. (3) The reactants are: [F:1][C:2]1[CH:35]=[CH:34][C:5]([CH2:6][N:7]2[C:15]3[CH:14]=[CH:13][CH:12]=[CH:11][C:10]=3[C:9]3[CH2:16][C@H:17]4[C:22](=[O:23])[N:21]([CH2:24][CH2:25][C:26]([O:28]C(C)(C)C)=[O:27])[C:20](=[S:33])[N:18]4[CH2:19][C:8]2=3)=[CH:4][CH:3]=1. Given the product [F:1][C:2]1[CH:35]=[CH:34][C:5]([CH2:6][N:7]2[C:15]3[CH:14]=[CH:13][CH:12]=[CH:11][C:10]=3[C:9]3[CH2:16][C@H:17]4[C:22](=[O:23])[N:21]([CH2:24][CH2:25][C:26]([OH:28])=[O:27])[C:20](=[S:33])[N:18]4[CH2:19][C:8]2=3)=[CH:4][CH:3]=1, predict the reactants needed to synthesize it. (4) Given the product [CH3:21][O:20][CH:3]([O:2][CH3:1])[C:4]1[N:13]=[C:12]2[C:7]([CH2:8][CH2:9][CH2:10][NH:11]2)=[CH:6][C:5]=1[CH:14]1[CH2:19][CH2:18][O:17][CH2:16]1, predict the reactants needed to synthesize it. The reactants are: [CH3:1][O:2][CH:3]([O:20][CH3:21])[C:4]1[N:13]=[C:12]2[C:7]([CH2:8][CH2:9][CH2:10][NH:11]2)=[CH:6][C:5]=1[CH:14]1[CH2:19][CH2:18][O:17][CH2:16]C1.O1CC=C(B2OC(C)(C)C(C)(C)O2)C1. (5) Given the product [CH2:1]([O:3][C:4](=[O:28])[CH2:5][S:6][C:7]1[N:19]([C:20]2[CH:25]=[CH:24][CH:23]=[C:22]([F:26])[CH:21]=2)[C:18](=[O:27])[C:17]2[C:16]3[CH2:15][CH2:14][N:13]([CH2:29][CH2:30][CH3:31])[CH2:12][C:11]=3[S:10][C:9]=2[N:8]=1)[CH3:2], predict the reactants needed to synthesize it. The reactants are: [CH2:1]([O:3][C:4](=[O:28])[CH2:5][S:6][C:7]1[N:19]([C:20]2[CH:25]=[CH:24][CH:23]=[C:22]([F:26])[CH:21]=2)[C:18](=[O:27])[C:17]2[C:16]3[CH2:15][CH2:14][NH:13][CH2:12][C:11]=3[S:10][C:9]=2[N:8]=1)[CH3:2].[CH:29](=O)[CH2:30][CH3:31].CC(O)=O.[OH-].[Na+]. (6) Given the product [CH:34]1([C:32]([NH:31][C:29]2[N:30]=[C:25]3[CH:24]=[CH:23][C:22]([O:21][C:20]4[CH:19]=[C:18]([NH:17][C:7]([C:5]5[C:4]([CH3:10])=[N:3][N:2]([CH3:1])[CH:6]=5)=[O:8])[CH:39]=[CH:38][CH:37]=4)=[N:27][N:26]3[CH:28]=2)=[O:33])[CH2:35][CH2:36]1, predict the reactants needed to synthesize it. The reactants are: [CH3:1][N:2]1[CH:6]=[C:5]([C:7](O)=[O:8])[C:4]([CH3:10])=[N:3]1.C(Cl)(=O)C(Cl)=O.[NH2:17][C:18]1[CH:19]=[C:20]([CH:37]=[CH:38][CH:39]=1)[O:21][C:22]1[CH:23]=[CH:24][C:25]2[N:26]([CH:28]=[C:29]([NH:31][C:32]([CH:34]3[CH2:36][CH2:35]3)=[O:33])[N:30]=2)[N:27]=1.[OH-].[Na+]. (7) The reactants are: C(O)(C(F)(F)F)=O.[Cl:8][C:9]1[CH:10]=[C:11]([O:17][C:18]2[C:19]([F:35])=[C:20]([CH2:26][NH:27]C(=O)OC(C)(C)C)[CH:21]=[CH:22][C:23]=2[CH2:24][CH3:25])[CH:12]=[C:13]([C:15]#[N:16])[CH:14]=1. Given the product [NH2:27][CH2:26][C:20]1[C:19]([F:35])=[C:18]([O:17][C:11]2[CH:12]=[C:13]([CH:14]=[C:9]([Cl:8])[CH:10]=2)[C:15]#[N:16])[C:23]([CH2:24][CH3:25])=[CH:22][CH:21]=1, predict the reactants needed to synthesize it.